This data is from Catalyst prediction with 721,799 reactions and 888 catalyst types from USPTO. The task is: Predict which catalyst facilitates the given reaction. (1) Reactant: [Cl:1][C:2]1[CH:17]=[CH:16][C:5]([O:6][C:7]2[CH:8]=[C:9]([CH:13]=[CH:14][CH:15]=2)[C:10](Cl)=[O:11])=[C:4]([N+:18]([O-:20])=[O:19])[CH:3]=1.[CH3:21][NH:22][CH3:23].O. Product: [Cl:1][C:2]1[CH:17]=[CH:16][C:5]([O:6][C:7]2[CH:8]=[C:9]([CH:13]=[CH:14][CH:15]=2)[C:10]([N:22]([CH3:23])[CH3:21])=[O:11])=[C:4]([N+:18]([O-:20])=[O:19])[CH:3]=1. The catalyst class is: 1. (2) The catalyst class is: 8. Product: [CH2:17]([O:16][CH2:15][CH2:14][CH:3]([C:4]([O:6][CH2:7][CH3:8])=[O:5])[C:2]([O:10][CH2:11][CH3:12])=[O:9])[C:18]1[CH:23]=[CH:22][CH:21]=[CH:20][CH:19]=1. Reactant: [Na].[C:2]([O:10][CH2:11][CH3:12])(=[O:9])[CH2:3][C:4]([O:6][CH2:7][CH3:8])=[O:5].Br[CH2:14][CH2:15][O:16][CH2:17][C:18]1[CH:23]=[CH:22][CH:21]=[CH:20][CH:19]=1. (3) The catalyst class is: 109. Product: [Br:1][C:2]1[CH:3]=[CH:4][C:5]([C:14]2[CH:15]=[CH:16][C:11]([O:10][CH3:9])=[CH:12][CH:13]=2)=[N:6][CH:7]=1. Reactant: [Br:1][C:2]1[CH:3]=[CH:4][C:5](I)=[N:6][CH:7]=1.[CH3:9][O:10][C:11]1[CH:16]=[CH:15][C:14](B(O)O)=[CH:13][CH:12]=1.C([O-])([O-])=O.[Na+].[Na+].O. (4) Reactant: [C:1]([CH2:3][C@H:4]1[CH2:15][CH2:14][C:13]2[S:12][C:11]3[N:10]=[CH:9][N:8]=[C:7]([O:16][CH:17]4[CH2:22][CH2:21][C:20]([N:24]([CH3:32])[C:25](=[O:31])[O:26][C:27]([CH3:30])([CH3:29])[CH3:28])([CH3:23])[CH2:19][CH2:18]4)[C:6]=3[C:5]1=2)#[N:2].[OH:33][Li].O.OO. Product: [C:1]([CH2:3][C@H:4]1[CH2:15][CH2:14][C:13]2[S:12][C:11]3[N:10]=[CH:9][N:8]=[C:7]([O:16][CH:17]4[CH2:18][CH2:19][C:20]([N:24]([CH3:32])[C:25](=[O:31])[O:26][C:27]([CH3:28])([CH3:30])[CH3:29])([CH3:23])[CH2:21][CH2:22]4)[C:6]=3[C:5]1=2)(=[O:33])[NH2:2]. The catalyst class is: 5. (5) Reactant: [CH2:1]([N:8]1[C:12](=[O:13])[CH2:11][C:10]([F:15])(F)[C:9]1=[O:16])[C:2]1[CH:7]=[CH:6][CH:5]=[CH:4][CH:3]=1.[Li+].[F-].CO[CH2:21][N:22]([CH2:28][C:29]1[CH:34]=[CH:33][CH:32]=[CH:31][CH:30]=1)[CH2:23][Si](C)(C)C. Product: [CH2:1]([N:8]1[C:9](=[O:16])[C@:10]2([F:15])[C@@H:11]([CH2:21][N:22]([CH2:28][C:29]3[CH:34]=[CH:33][CH:32]=[CH:31][CH:30]=3)[CH2:23]2)[C:12]1=[O:13])[C:2]1[CH:3]=[CH:4][CH:5]=[CH:6][CH:7]=1. The catalyst class is: 10. (6) Reactant: [Cl:1][C:2]1[N:7]=[CH:6][C:5]([CH2:8]Cl)=[CH:4][C:3]=1[F:10].[F:11][CH:12]([F:15])[CH2:13][NH2:14].C(N(CC)CC)C. Product: [Cl:1][C:2]1[N:7]=[CH:6][C:5]([CH2:8][NH:14][CH2:13][CH:12]([F:15])[F:11])=[CH:4][C:3]=1[F:10]. The catalyst class is: 10. (7) Reactant: [F:1][C:2]1[CH:24]=[CH:23][C:5]([O:6][C:7]2[CH:12]=[CH:11][C:10]([C:13]3[CH:14]=[C:15]([CH:19]=[C:20]([CH3:22])[N:21]=3)[C:16](O)=[O:17])=[CH:9][CH:8]=2)=[CH:4][CH:3]=1.S(Cl)([Cl:27])=O. Product: [F:1][C:2]1[CH:24]=[CH:23][C:5]([O:6][C:7]2[CH:12]=[CH:11][C:10]([C:13]3[CH:14]=[C:15]([CH:19]=[C:20]([CH3:22])[N:21]=3)[C:16]([Cl:27])=[O:17])=[CH:9][CH:8]=2)=[CH:4][CH:3]=1. The catalyst class is: 2. (8) Reactant: [OH:1][C:2]1[CH:3]=[C:4]([C:8]2[CH2:13][CH2:12][N:11]([C:14]([O:16][C:17]([CH3:20])([CH3:19])[CH3:18])=[O:15])[CH2:10][CH:9]=2)[CH:5]=[CH:6][CH:7]=1.C(=O)([O-])[O-].[K+].[K+].[CH2:27](Br)[C:28]1[CH:33]=[CH:32][CH:31]=[CH:30][CH:29]=1. Product: [CH2:27]([O:1][C:2]1[CH:3]=[C:4]([C:8]2[CH2:13][CH2:12][N:11]([C:14]([O:16][C:17]([CH3:20])([CH3:19])[CH3:18])=[O:15])[CH2:10][CH:9]=2)[CH:5]=[CH:6][CH:7]=1)[C:28]1[CH:33]=[CH:32][CH:31]=[CH:30][CH:29]=1. The catalyst class is: 39.